Dataset: Catalyst prediction with 721,799 reactions and 888 catalyst types from USPTO. Task: Predict which catalyst facilitates the given reaction. (1) Reactant: [Cl:1][C:2]1[CH:30]=[C:29]([N+:31]([O-:33])=[O:32])[C:28]([O:34][CH3:35])=[CH:27][C:3]=1[CH2:4][CH2:5][NH:6][CH2:7][C:8]1[CH:13]=[CH:12][C:11]([N:14]2[CH2:19][CH2:18][N:17]([C:20]([O:22][C:23]([CH3:26])([CH3:25])[CH3:24])=[O:21])[CH2:16][CH2:15]2)=[CH:10][CH:9]=1.C(N(CC)CC)C.[CH3:43][C:44]([O:47][C:48](O[C:48]([O:47][C:44]([CH3:46])([CH3:45])[CH3:43])=[O:49])=[O:49])([CH3:46])[CH3:45].O. Product: [C:44]([O:47][C:48]([N:6]([CH2:7][C:8]1[CH:13]=[CH:12][C:11]([N:14]2[CH2:19][CH2:18][N:17]([C:20]([O:22][C:23]([CH3:26])([CH3:25])[CH3:24])=[O:21])[CH2:16][CH2:15]2)=[CH:10][CH:9]=1)[CH2:5][CH2:4][C:3]1[CH:27]=[C:28]([O:34][CH3:35])[C:29]([N+:31]([O-:33])=[O:32])=[CH:30][C:2]=1[Cl:1])=[O:49])([CH3:46])([CH3:45])[CH3:43]. The catalyst class is: 2. (2) Reactant: Cl[CH2:2][C:3]1[CH:4]=[C:5]([CH:19]=[CH:20][CH:21]=1)[O:6][CH2:7][C:8]1[N:9]=[C:10]([C:14]2[O:15][CH:16]=[CH:17][CH:18]=2)[O:11][C:12]=1[CH3:13].[CH2:22]([N:29]1[CH:33]=[C:32]([C:34]([O:36][CH2:37][CH3:38])=[O:35])[C:31]([OH:39])=[N:30]1)[C:23]1[CH:28]=[CH:27][CH:26]=[CH:25][CH:24]=1.C(=O)([O-])[O-].[K+].[K+].CN(C)C=O. Product: [CH2:22]([N:29]1[CH:33]=[C:32]([C:34]([O:36][CH2:37][CH3:38])=[O:35])[C:31]([O:39][CH2:2][C:3]2[CH:21]=[CH:20][CH:19]=[C:5]([O:6][CH2:7][C:8]3[N:9]=[C:10]([C:14]4[O:15][CH:16]=[CH:17][CH:18]=4)[O:11][C:12]=3[CH3:13])[CH:4]=2)=[N:30]1)[C:23]1[CH:24]=[CH:25][CH:26]=[CH:27][CH:28]=1. The catalyst class is: 6. (3) Reactant: [NH:1]1[C:6]2[CH:7]=[CH:8][CH:9]=[CH:10][C:5]=2[C:4](=[O:11])[O:3][C:2]1=[O:12].[H-].[Na+].Br[CH2:16][CH2:17][C:18]1[CH:23]=[CH:22][CH:21]=[CH:20][CH:19]=1.Cl. Product: [CH2:16]([N:1]1[C:6]2[CH:7]=[CH:8][CH:9]=[CH:10][C:5]=2[C:4](=[O:11])[O:3][C:2]1=[O:12])[CH2:17][C:18]1[CH:23]=[CH:22][CH:21]=[CH:20][CH:19]=1. The catalyst class is: 9. (4) Reactant: [Br:1][C:2]1[N:7]=[CH:6][C:5]([O:8][CH2:9][CH2:10][NH:11]C(=O)OC(C)(C)C)=[CH:4][CH:3]=1.C(OC(=O)C)C.[ClH:25]. Product: [ClH:25].[ClH:25].[Br:1][C:2]1[N:7]=[CH:6][C:5]([O:8][CH2:9][CH2:10][NH2:11])=[CH:4][CH:3]=1. The catalyst class is: 8. (5) Reactant: [Br:1][C:2]1[CH:7]=[CH:6][C:5]([C:8]2[N:9]=[N:10]NN=2)=[CH:4][CH:3]=1.O.[C:14](OCC)(=[O:16])[CH3:15]. Product: [Br:1][C:2]1[CH:3]=[CH:4][C:5]([C:8]2[O:16][C:14]([CH3:15])=[N:10][N:9]=2)=[CH:6][CH:7]=1. The catalyst class is: 17. (6) Reactant: [CH2:1]([NH:5][C:6]1[N:14]=[C:13]2[C:9]([N:10]=[CH:11][N:12]2[CH2:15][C:16]2[CH:21]=[CH:20][CH:19]=[C:18]([CH2:22][C:23]([O:25][CH3:26])=[O:24])[CH:17]=2)=[C:8]([NH2:27])[N:7]=1)[CH2:2][CH2:3][CH3:4].[Br:28]Br. Product: [Br:28][C:11]1[N:12]([CH2:15][C:16]2[CH:21]=[CH:20][CH:19]=[C:18]([CH2:22][C:23]([O:25][CH3:26])=[O:24])[CH:17]=2)[C:13]2[C:9]([N:10]=1)=[C:8]([NH2:27])[N:7]=[C:6]([NH:5][CH2:1][CH2:2][CH2:3][CH3:4])[N:14]=2. The catalyst class is: 22.